This data is from Forward reaction prediction with 1.9M reactions from USPTO patents (1976-2016). The task is: Predict the product of the given reaction. (1) Given the reactants [CH:1]1([C@H:7]([NH:12][C:13]([C:15]2[S:16][C:17]([C:32]3[CH:37]=[CH:36][CH:35]=[CH:34][CH:33]=3)=[CH:18][C:19]=2[NH:20][C:21]([NH:23][C:24]2[C:29]([Cl:30])=[CH:28][CH:27]=[CH:26][C:25]=2[Cl:31])=[O:22])=[O:14])[C:8]([O:10]C)=[O:9])[CH2:6][CH2:5][CH2:4][CH2:3][CH2:2]1.[OH-].[Li+], predict the reaction product. The product is: [CH:1]1([C@H:7]([NH:12][C:13]([C:15]2[S:16][C:17]([C:32]3[CH:37]=[CH:36][CH:35]=[CH:34][CH:33]=3)=[CH:18][C:19]=2[NH:20][C:21]([NH:23][C:24]2[C:25]([Cl:31])=[CH:26][CH:27]=[CH:28][C:29]=2[Cl:30])=[O:22])=[O:14])[C:8]([OH:10])=[O:9])[CH2:6][CH2:5][CH2:4][CH2:3][CH2:2]1. (2) Given the reactants [C:1]1([CH3:11])[CH:6]=[CH:5][C:4]([S:7](Cl)(=[O:9])=[O:8])=[CH:3][CH:2]=1.[Cl:12][C:13]1[CH:14]=[N:15][CH:16]=[C:17]([Cl:41])[C:18]=1/[CH:19]=[C:20](\[O:31][C:32](=[O:40])[C:33]1[CH:38]=[CH:37][C:36]([NH2:39])=[CH:35][CH:34]=1)/[C:21]1[CH:26]=[CH:25][C:24]([O:27][CH3:28])=[C:23]([O:29][CH3:30])[CH:22]=1, predict the reaction product. The product is: [C:1]1([CH3:11])[CH:6]=[CH:5][C:4]([S:7]([NH:39][C:36]2[CH:37]=[CH:38][C:33]([C:32]([O:31]/[C:20](/[C:21]3[CH:26]=[CH:25][C:24]([O:27][CH3:28])=[C:23]([O:29][CH3:30])[CH:22]=3)=[CH:19]\[C:18]3[C:17]([Cl:41])=[CH:16][N:15]=[CH:14][C:13]=3[Cl:12])=[O:40])=[CH:34][CH:35]=2)(=[O:9])=[O:8])=[CH:3][CH:2]=1. (3) Given the reactants [C:1]([CH:4]([C:17](=[O:20])[CH2:18][CH3:19])[CH2:5][C:6]([C:8]1[CH:16]=[CH:15][CH:14]=[C:13]2[C:9]=1[CH2:10][CH2:11][CH2:12]2)=O)(=O)[CH3:2].[NH2:21][C:22]1[CH:27]=[CH:26][C:25]([S:28]([NH2:31])(=[O:30])=[O:29])=[CH:24][CH:23]=1.N, predict the reaction product. The product is: [CH2:12]1[C:13]2[C:9](=[C:8]([C:6]3[N:21]([C:22]4[CH:27]=[CH:26][C:25]([S:28]([NH2:31])(=[O:29])=[O:30])=[CH:24][CH:23]=4)[C:1]([CH3:2])=[C:4]([C:17](=[O:20])[CH2:18][CH3:19])[CH:5]=3)[CH:16]=[CH:15][CH:14]=2)[CH2:10][CH2:11]1. (4) Given the reactants Cl[C:2]1([C:13]2[CH:18]=[CH:17][CH:16]=[CH:15][C:14]=2[O:19][CH3:20])[C:10]2[C:5](=[CH:6][CH:7]=[C:8]([Cl:11])[CH:9]=2)[NH:4][C:3]1=[O:12].[CH2:21]([NH:28][C@@H:29]([CH3:35])[C:30]([N:32]([CH3:34])[CH3:33])=[O:31])[C:22]1[CH:27]=[CH:26][CH:25]=[CH:24][CH:23]=1, predict the reaction product. The product is: [CH2:21]([N:28]([C:2]1([C:13]2[CH:18]=[CH:17][CH:16]=[CH:15][C:14]=2[O:19][CH3:20])[C:10]2[C:5](=[CH:6][CH:7]=[C:8]([Cl:11])[CH:9]=2)[NH:4][C:3]1=[O:12])[C@@H:29]([CH3:35])[C:30]([N:32]([CH3:34])[CH3:33])=[O:31])[C:22]1[CH:27]=[CH:26][CH:25]=[CH:24][CH:23]=1.